The task is: Predict which catalyst facilitates the given reaction.. This data is from Catalyst prediction with 721,799 reactions and 888 catalyst types from USPTO. (1) Reactant: [CH3:1][O:2][C:3](=[O:37])[NH:4][C@H:5]([C:9]([N:11]1[CH2:15][C@@H:14]([CH3:16])[CH2:13][C@H:12]1[C:17]1[NH:18][CH:19]=[C:20]([C:22]2[CH:27]=[CH:26][C:25](B3OC(C)(C)C(C)(C)O3)=[CH:24][CH:23]=2)[N:21]=1)=[O:10])[CH:6]([CH3:8])[CH3:7].[C:38]([O:42][C:43]([N:45]1[CH2:50][CH2:49][N:48]([C:51]2[CH:56]=[CH:55][C:54]([C:57](=[O:72])[NH:58][C:59]3[CH:64]=[C:63]([O:65][C:66]([F:69])([F:68])[F:67])[C:62](Br)=[CH:61][C:60]=3[F:71])=[CH:53][N:52]=2)[C@H:47]([CH3:73])[CH2:46]1)=[O:44])([CH3:41])([CH3:40])[CH3:39].O.C(=O)([O-])[O-].[K+].[K+]. Product: [C:38]([O:42][C:43]([N:45]1[CH2:50][CH2:49][N:48]([C:51]2[CH:56]=[CH:55][C:54]([C:57](=[O:72])[NH:58][C:59]3[C:60]([F:71])=[CH:61][C:62]([C:25]4[CH:26]=[CH:27][C:22]([C:20]5[N:21]=[C:17]([C@@H:12]6[CH2:13][C@H:14]([CH3:16])[CH2:15][N:11]6[C:9](=[O:10])[C@@H:5]([NH:4][C:3]([O:2][CH3:1])=[O:37])[CH:6]([CH3:8])[CH3:7])[NH:18][CH:19]=5)=[CH:23][CH:24]=4)=[C:63]([O:65][C:66]([F:69])([F:68])[F:67])[CH:64]=3)=[CH:53][N:52]=2)[C@H:47]([CH3:73])[CH2:46]1)=[O:44])([CH3:41])([CH3:40])[CH3:39]. The catalyst class is: 11. (2) Reactant: [F:1][C:2]1[C:7]([C:8]([F:11])([F:10])[F:9])=[CH:6][CH:5]=[CH:4][C:3]=1[C:12]1[NH:16][N:15]=[N:14][N:13]=1.C(N(CC)CC)C.Br[CH2:25][C:26]1[CH:31]=[CH:30][CH:29]=[CH:28][C:27]=1[CH3:32].O. Product: [F:1][C:2]1[C:7]([C:8]([F:9])([F:11])[F:10])=[CH:6][CH:5]=[CH:4][C:3]=1[C:12]1[N:16]([CH2:25][C:26]2[CH:31]=[CH:30][CH:29]=[CH:28][C:27]=2[CH3:32])[N:15]=[N:14][N:13]=1. The catalyst class is: 10. (3) Reactant: [OH:1][C:2]1[C:10]([OH:11])=[C:9]([O:12][CH3:13])[CH:8]=[CH:7][C:3]=1[C:4]([OH:6])=[O:5].[CH3:14][O:15][C:16]1[CH2:21][CH2:20][O:19][CH2:18][CH:17]=1. Product: [OH:1][C:2]1[C:10]([OH:11])=[C:9]([O:12][CH3:13])[CH:8]=[CH:7][C:3]=1[C:4]([OH:6])=[O:5].[CH3:13][O:12][C:9]1[C:14]2[O:15][C:16]3([O:1][C:2]=2[C:3]([C:4]([OH:6])=[O:5])=[CH:7][CH:8]=1)[CH2:21][CH2:20][O:19][CH2:18][CH2:17]3. The catalyst class is: 13. (4) Reactant: [Cl:1][C:2]1[C:7]([C:8]([OH:10])=[O:9])=[C:6]([I:11])[CH:5]=[CH:4][N:3]=1.[CH:12](Br)([CH3:14])[CH3:13].C([O-])([O-])=O.[K+].[K+]. Product: [Cl:1][C:2]1[C:7]([C:8]([O:10][CH:12]([CH3:14])[CH3:13])=[O:9])=[C:6]([I:11])[CH:5]=[CH:4][N:3]=1. The catalyst class is: 215. (5) Reactant: C([O-])([O-])=O.[K+].[K+].Cl.[NH2:8][C@H:9]1[CH2:14][CH2:13][C@H:12]([OH:15])[CH2:11][CH2:10]1.C(N1[C:25](=[O:26])[C:24]2=[CH:27][CH:28]=[CH:29][CH:30]=[C:23]2[C:22]1=[O:31])(OCC)=O. Product: [OH:15][CH:12]1[CH2:13][CH2:14][CH:9]([N:8]2[C:25](=[O:26])[C:24]3[C:23](=[CH:30][CH:29]=[CH:28][CH:27]=3)[C:22]2=[O:31])[CH2:10][CH2:11]1. The catalyst class is: 6. (6) Reactant: [NH2:1][CH2:2][C@H:3]([NH:17][C:18](=[O:27])[C@H:19]([C:21]1[CH:26]=[CH:25][CH:24]=[CH:23][CH:22]=1)[CH3:20])[C:4]1[CH:9]=[CH:8][C:7]([O:10][CH2:11][CH:12]([CH3:16])[CH2:13][CH2:14][CH3:15])=[CH:6][CH:5]=1.C(=O)([O-])[O-].[K+].[K+].Br[CH2:35][CH2:36][O:37][CH2:38][CH2:39]Br. Product: [CH3:16][CH:12]([CH2:13][CH2:14][CH3:15])[CH2:11][O:10][C:7]1[CH:6]=[CH:5][C:4]([C@@H:3]([NH:17][C:18](=[O:27])[C@H:19]([C:21]2[CH:22]=[CH:23][CH:24]=[CH:25][CH:26]=2)[CH3:20])[CH2:2][N:1]2[CH2:39][CH2:38][O:37][CH2:36][CH2:35]2)=[CH:9][CH:8]=1. The catalyst class is: 10.